From a dataset of Reaction yield outcomes from USPTO patents with 853,638 reactions. Predict the reaction yield, written as a fraction of the theoretical maximum amount of product (1.0 means a 100% yield; for example, 0.34 means a 34% yield). (1) The reactants are [CH3:1][O:2][C:3]1[CH:8]=[CH:7][C:6]([NH:9][C:10]([C@:12]2([CH3:15])[CH2:14][O:13]2)=[O:11])=[CH:5][CH:4]=1.C1COCC1.[CH3:21][O:22][C:23]1[CH:28]=[CH:27][C:26]([Mg]Br)=[CH:25][CH:24]=1. The catalyst is C(=O)=O.CC(C)=O. The product is [OH:13][C@@:12]([CH3:15])([CH2:14][C:26]1[CH:27]=[CH:28][C:23]([O:22][CH3:21])=[CH:24][CH:25]=1)[C:10]([NH:9][C:6]1[CH:7]=[CH:8][C:3]([O:2][CH3:1])=[CH:4][CH:5]=1)=[O:11]. The yield is 0.395. (2) The reactants are [NH2:1][C:2]1[C:7](I)=[CH:6][CH:5]=[CH:4][N:3]=1.[Cl:9][C:10]1[C:11]([Sn](C)(C)C)=[CH:12][C:13]([C:16]2[CH:17]=[N:18][CH:19]=[CH:20][CH:21]=2)=[N:14][CH:15]=1.O1CCOCC1.C(=O)([O-])O.[Na+]. The catalyst is C(OCC)(=O)C.C1C=CC([P]([Pd]([P](C2C=CC=CC=2)(C2C=CC=CC=2)C2C=CC=CC=2)([P](C2C=CC=CC=2)(C2C=CC=CC=2)C2C=CC=CC=2)[P](C2C=CC=CC=2)(C2C=CC=CC=2)C2C=CC=CC=2)(C2C=CC=CC=2)C2C=CC=CC=2)=CC=1. The product is [Cl:9][C:10]1[C:11]([C:7]2[C:2]([NH2:1])=[N:3][CH:4]=[CH:5][CH:6]=2)=[CH:12][C:13]([C:16]2[CH:17]=[N:18][CH:19]=[CH:20][CH:21]=2)=[N:14][CH:15]=1. The yield is 0.510. (3) The reactants are [CH2:1]([CH:8]1[CH2:13][CH2:12][NH:11][CH2:10][CH2:9]1)[C:2]1[CH:7]=[CH:6][CH:5]=[CH:4][CH:3]=1.C1[CH2:24][CH2:23][N:22]2[C:17](=[N:18][CH2:19][CH2:20][CH2:21]2)CC1.C(C=C)=O.NC1[S:31]C=CN=1.C(O[BH-](OC(=O)C)OC(=O)C)(=O)C.[Na+].[OH-].[Na+]. The catalyst is C1COCC1. The product is [CH2:1]([CH:8]1[CH2:13][CH2:12][N:11]([CH2:21][CH2:20][CH2:19][NH:18][C:17]2[S:31][CH:24]=[CH:23][N:22]=2)[CH2:10][CH2:9]1)[C:2]1[CH:7]=[CH:6][CH:5]=[CH:4][CH:3]=1. The yield is 0.110. (4) The reactants are [C:1]([O:6][CH3:7])(=[O:5])/[CH:2]=[CH:3]/[CH3:4].C1(C)C=CC=CC=1P(C1C=CC=CC=1C)C1C=CC=CC=1C.C(N(CC)CC)C.Br[C:38]1[CH:39]=[CH:40][C:41]2[O:45][N:44]=[C:43]([C:46]3[CH:51]=[C:50]([CH:52]([CH3:54])[CH3:53])[CH:49]=[C:48]([CH:55]([CH3:57])[CH3:56])[C:47]=3[O:58][CH2:59][CH3:60])[C:42]=2[CH:61]=1. The catalyst is CN(C=O)C.[Cl-].[Na+].O.C1C=CC(/C=C/C(/C=C/C2C=CC=CC=2)=O)=CC=1.C1C=CC(/C=C/C(/C=C/C2C=CC=CC=2)=O)=CC=1.C1C=CC(/C=C/C(/C=C/C2C=CC=CC=2)=O)=CC=1.[Pd].[Pd]. The product is [CH3:7][O:6][C:1](=[O:5])[CH:2]=[C:3]([C:38]1[CH:39]=[CH:40][C:41]2[O:45][N:44]=[C:43]([C:46]3[CH:51]=[C:50]([CH:52]([CH3:53])[CH3:54])[CH:49]=[C:48]([CH:55]([CH3:56])[CH3:57])[C:47]=3[O:58][CH2:59][CH3:60])[C:42]=2[CH:61]=1)[CH3:4]. The yield is 0.320. (5) The reactants are Cl.[Cl:2][C:3]1[N:7]([CH3:8])[CH:6]=[N:5][C:4]=1[CH2:9]Cl.[CH3:11][C:12]1[N:17]=[C:16]([SH:18])[N:15]=[C:14]([OH:19])[CH:13]=1.C(=O)([O-])[O-].[K+].[K+]. The catalyst is CC(C)=O. The product is [Cl:2][C:3]1[N:7]([CH3:8])[CH:6]=[N:5][C:4]=1[CH2:9][S:18][C:16]1[N:15]=[C:14]([OH:19])[CH:13]=[C:12]([CH3:11])[N:17]=1. The yield is 0.930. (6) The product is [CH:1]([C@H:14]1[O:19][CH2:18][C@@H:17]([NH:20][CH2:27][C:26]2[CH:29]=[CH:30][C:23]([O:22][CH3:21])=[CH:24][CH:25]=2)[CH2:16][CH2:15]1)([C:8]1[CH:13]=[CH:12][CH:11]=[CH:10][CH:9]=1)[C:2]1[CH:3]=[CH:4][CH:5]=[CH:6][CH:7]=1. The yield is 0.780. The catalyst is ClCCCl.CO. The reactants are [CH:1]([C@H:14]1[O:19][CH2:18][C@@H:17]([NH2:20])[CH2:16][CH2:15]1)([C:8]1[CH:13]=[CH:12][CH:11]=[CH:10][CH:9]=1)[C:2]1[CH:7]=[CH:6][CH:5]=[CH:4][CH:3]=1.[CH3:21][O:22][C:23]1[CH:30]=[CH:29][C:26]([CH:27]=O)=[CH:25][CH:24]=1.C(O)(=O)C.[BH3-]C#N.[Na+].